Regression. Given two drug SMILES strings and cell line genomic features, predict the synergy score measuring deviation from expected non-interaction effect. From a dataset of NCI-60 drug combinations with 297,098 pairs across 59 cell lines. (1) Drug 1: C1=C(C(=O)NC(=O)N1)N(CCCl)CCCl. Drug 2: C1=NC2=C(N1)C(=S)N=CN2. Cell line: SK-OV-3. Synergy scores: CSS=-0.556, Synergy_ZIP=-13.4, Synergy_Bliss=-30.0, Synergy_Loewe=-42.1, Synergy_HSA=-27.5. (2) Drug 1: CC(C)(C#N)C1=CC(=CC(=C1)CN2C=NC=N2)C(C)(C)C#N. Drug 2: C1CN(P(=O)(OC1)NCCCl)CCCl. Cell line: NCIH23. Synergy scores: CSS=4.92, Synergy_ZIP=-2.22, Synergy_Bliss=-2.96, Synergy_Loewe=5.35, Synergy_HSA=-2.57. (3) Drug 1: C1=NC2=C(N1)C(=S)N=C(N2)N. Drug 2: C1=NC2=C(N=C(N=C2N1C3C(C(C(O3)CO)O)O)F)N. Cell line: IGROV1. Synergy scores: CSS=30.4, Synergy_ZIP=-3.07, Synergy_Bliss=-1.09, Synergy_Loewe=-15.8, Synergy_HSA=-1.82. (4) Drug 1: CS(=O)(=O)C1=CC(=C(C=C1)C(=O)NC2=CC(=C(C=C2)Cl)C3=CC=CC=N3)Cl. Drug 2: COC1=NC(=NC2=C1N=CN2C3C(C(C(O3)CO)O)O)N. Cell line: HT29. Synergy scores: CSS=3.08, Synergy_ZIP=-0.531, Synergy_Bliss=3.04, Synergy_Loewe=-2.19, Synergy_HSA=-0.717. (5) Drug 1: C1CC(=O)NC(=O)C1N2CC3=C(C2=O)C=CC=C3N. Drug 2: C1=NC2=C(N1)C(=S)N=CN2. Cell line: EKVX. Synergy scores: CSS=17.0, Synergy_ZIP=4.38, Synergy_Bliss=11.3, Synergy_Loewe=11.4, Synergy_HSA=11.8. (6) Drug 1: C1=C(C(=O)NC(=O)N1)N(CCCl)CCCl. Drug 2: CN(CC1=CN=C2C(=N1)C(=NC(=N2)N)N)C3=CC=C(C=C3)C(=O)NC(CCC(=O)O)C(=O)O. Cell line: MDA-MB-435. Synergy scores: CSS=7.26, Synergy_ZIP=0.128, Synergy_Bliss=1.04, Synergy_Loewe=-17.3, Synergy_HSA=-6.80.